From a dataset of Forward reaction prediction with 1.9M reactions from USPTO patents (1976-2016). Predict the product of the given reaction. Given the reactants C[O:2][C:3](=O)[C:4]1[CH:9]=[C:8]([Cl:10])[CH:7]=[C:6]([CH3:11])[C:5]=1[NH2:12].C(O)CO.[CH3:18][NH2:19].O, predict the reaction product. The product is: [NH2:12][C:5]1[C:6]([CH3:11])=[CH:7][C:8]([Cl:10])=[CH:9][C:4]=1[C:3]([NH:19][CH3:18])=[O:2].